This data is from Catalyst prediction with 721,799 reactions and 888 catalyst types from USPTO. The task is: Predict which catalyst facilitates the given reaction. (1) Reactant: N#N.C[O:4][C:5]1[CH:10]=[C:9]([O:11]C)[CH:8]=[CH:7][C:6]=1[C:13]1[CH:18]=[CH:17][CH:16]=[C:15]([C:19]([NH:21][C:22]2[CH:27]=[CH:26][CH:25]=[CH:24][C:23]=2[C:28]2[S:32][C:31]([C:33]([OH:35])=[O:34])=[CH:30][CH:29]=2)=[O:20])[CH:14]=1.B(Br)(Br)Br. Product: [OH:4][C:5]1[CH:10]=[C:9]([OH:11])[CH:8]=[CH:7][C:6]=1[C:13]1[CH:18]=[CH:17][CH:16]=[C:15]([C:19]([NH:21][C:22]2[CH:27]=[CH:26][CH:25]=[CH:24][C:23]=2[C:28]2[S:32][C:31]([C:33]([OH:35])=[O:34])=[CH:30][CH:29]=2)=[O:20])[CH:14]=1. The catalyst class is: 4. (2) The catalyst class is: 4. Reactant: [Cl:1][C:2]1[CH:22]=[CH:21][C:5]([CH2:6][NH:7][C:8]2[CH:9]=[CH:10][C:11]([F:20])=[C:12]([N:14]3[CH2:18][CH2:17][CH2:16][C:15]3=[O:19])[CH:13]=2)=[CH:4][CH:3]=1.[CH3:23][N:24]1[CH:28]=[C:27]([S:29](Cl)(=[O:31])=[O:30])[N:26]=[CH:25]1.N1C=CC=CC=1. Product: [Cl:1][C:2]1[CH:22]=[CH:21][C:5]([CH2:6][N:7]([C:8]2[CH:9]=[CH:10][C:11]([F:20])=[C:12]([N:14]3[CH2:18][CH2:17][CH2:16][C:15]3=[O:19])[CH:13]=2)[S:29]([C:27]2[N:26]=[CH:25][N:24]([CH3:23])[CH:28]=2)(=[O:31])=[O:30])=[CH:4][CH:3]=1. (3) Reactant: [OH:1][CH2:2][C:3]1[S:4][C:5]([C:14]([F:17])([F:16])[F:15])=[C:6]([C:8]2[CH:13]=[CH:12][CH:11]=[CH:10][CH:9]=2)[CH:7]=1.O[C:19]1[CH:20]=[C:21]2[C:25](=[CH:26][CH:27]=1)[C:24](=[O:28])[CH2:23][CH2:22]2.C1(P(C2C=CC=CC=2)C2C=CC=CC=2)C=CC=CC=1.CCOC(/N=N/C(OCC)=O)=O. The catalyst class is: 1. Product: [C:8]1([C:6]2[CH:7]=[C:3]([CH2:2][O:1][C:19]3[CH:20]=[C:21]4[C:25](=[CH:26][CH:27]=3)[C:24](=[O:28])[CH2:23][CH2:22]4)[S:4][C:5]=2[C:14]([F:17])([F:15])[F:16])[CH:13]=[CH:12][CH:11]=[CH:10][CH:9]=1. (4) Reactant: ClCCl.[CH3:4][C:5]1[C:13]2[C:8](=[CH:9][C:10]([N+:14]([O-:16])=[O:15])=[CH:11][CH:12]=2)[NH:7][N:6]=1.[C:17](O[C:17]([O:19][C:20]([CH3:23])([CH3:22])[CH3:21])=[O:18])([O:19][C:20]([CH3:23])([CH3:22])[CH3:21])=[O:18].C(N(CC)CC)C. The catalyst class is: 850. Product: [CH3:4][C:5]1[C:13]2[C:8](=[CH:9][C:10]([N+:14]([O-:16])=[O:15])=[CH:11][CH:12]=2)[N:7]([C:17]([O:19][C:20]([CH3:23])([CH3:22])[CH3:21])=[O:18])[N:6]=1. (5) Reactant: C[O:2][C:3](=[O:34])[C:4]1[CH:9]=[CH:8][C:7]([S:10][CH2:11][CH:12]([C:19]2[N:20]([C:27]3[CH:32]=[CH:31][C:30]([Cl:33])=[CH:29][CH:28]=3)[N:21]=[C:22]3[CH2:26][CH2:25][CH2:24][C:23]=23)[CH:13]2[CH2:18][CH2:17][CH2:16][CH2:15][CH2:14]2)=[CH:6][CH:5]=1.[OH-].[Na+]. Product: [Cl:33][C:30]1[CH:31]=[CH:32][C:27]([N:20]2[C:19]([CH:12]([CH:13]3[CH2:14][CH2:15][CH2:16][CH2:17][CH2:18]3)[CH2:11][S:10][C:7]3[CH:6]=[CH:5][C:4]([C:3]([OH:34])=[O:2])=[CH:9][CH:8]=3)=[C:23]3[CH2:24][CH2:25][CH2:26][C:22]3=[N:21]2)=[CH:28][CH:29]=1. The catalyst class is: 5.